This data is from Reaction yield outcomes from USPTO patents with 853,638 reactions. The task is: Predict the reaction yield, written as a fraction of the theoretical maximum amount of product (1.0 means a 100% yield; for example, 0.34 means a 34% yield). (1) The reactants are [CH3:1][I:2].[C:3]12([CH2:13][CH2:14][N:15]([CH2:28][CH2:29][CH2:30][CH2:31][CH3:32])[C:16]([NH:18][CH2:19][CH2:20][CH2:21][C:22]3[CH:27]=[CH:26][N:25]=[CH:24][CH:23]=3)=[O:17])[CH2:12][CH:7]3[CH2:8][CH:9]([CH2:11][CH:5]([CH2:6]3)[CH2:4]1)[CH2:10]2. The catalyst is CC(C)=O. The product is [I-:2].[C:3]12([CH2:13][CH2:14][N:15]([CH2:28][CH2:29][CH2:30][CH2:31][CH3:32])[C:16](=[O:17])[NH:18][CH2:19][CH2:20][CH2:21][C:22]3[CH:23]=[CH:24][N+:25]([CH3:1])=[CH:26][CH:27]=3)[CH2:4][CH:5]3[CH2:6][CH:7]([CH2:8][CH:9]([CH2:11]3)[CH2:10]1)[CH2:12]2. The yield is 0.960. (2) The reactants are CN1CCCC1=O.C(N(C(C)C)CC)(C)C.[OH:17][C:18]1[CH:23]=[CH:22][C:21]([NH:24][C:25]([NH:27][C:28]2[CH:33]=[CH:32][C:31]([O:34][CH3:35])=[CH:30][CH:29]=2)=[O:26])=[CH:20][CH:19]=1.Cl[C:37]1[C:46]2[C:41](=[CH:42][C:43]([O:49][CH2:50][C:51]3[CH:56]=[CH:55][CH:54]=[CH:53][CH:52]=3)=[C:44]([C:47]#[N:48])[CH:45]=2)[N:40]=[CH:39][CH:38]=1. The catalyst is C(OCC)(=O)C.O1CCCC1. The product is [C:47]([C:44]1[CH:45]=[C:46]2[C:41](=[CH:42][C:43]=1[O:49][CH2:50][C:51]1[CH:56]=[CH:55][CH:54]=[CH:53][CH:52]=1)[N:40]=[CH:39][CH:38]=[C:37]2[O:17][C:18]1[CH:23]=[CH:22][C:21]([NH:24][C:25]([NH:27][C:28]2[CH:33]=[CH:32][C:31]([O:34][CH3:35])=[CH:30][CH:29]=2)=[O:26])=[CH:20][CH:19]=1)#[N:48]. The yield is 0.435.